Dataset: Full USPTO retrosynthesis dataset with 1.9M reactions from patents (1976-2016). Task: Predict the reactants needed to synthesize the given product. Given the product [CH2:22]([C:12]1([CH2:30][CH2:31][CH2:32][CH2:33][CH2:34][CH2:35][CH2:36][CH3:37])[C:13]2[CH:14]=[C:15]([C:40]3[CH:41]=[C:42]([C:47]4[O:48][C:49]([C:52]5[CH:57]=[CH:56][C:55]([O:58][CH2:59][CH2:60][CH2:61][CH2:62][CH2:63][CH2:64][CH2:65][CH3:66])=[CH:54][CH:53]=5)=[N:50][N:51]=4)[CH:43]=[C:44]([C:9]4[CH:21]=[CH:20][C:19]5[C:18]6[C:13](=[CH:14][CH:15]=[CH:16][CH:17]=6)[C:12]([CH2:30][CH2:31][CH2:32][CH2:33][CH2:34][CH2:35][CH2:36][CH3:37])([CH2:22][CH2:23][CH2:24][CH2:25][CH2:26][CH2:27][CH2:28][CH3:29])[C:11]=5[CH:10]=4)[CH:45]=3)[CH:16]=[CH:17][C:18]=2[C:19]2[C:11]1=[CH:10][CH:9]=[CH:21][CH:20]=2)[CH2:23][CH2:24][CH2:25][CH2:26][CH2:27][CH2:28][CH3:29], predict the reactants needed to synthesize it. The reactants are: CC1(C)C(C)(C)OB([C:9]2[CH:21]=[CH:20][C:19]3[C:18]4[C:13](=[CH:14][CH:15]=[CH:16][CH:17]=4)[C:12]([CH2:30][CH2:31][CH2:32][CH2:33][CH2:34][CH2:35][CH2:36][CH3:37])([CH2:22][CH2:23][CH2:24][CH2:25][CH2:26][CH2:27][CH2:28][CH3:29])[C:11]=3[CH:10]=2)O1.Br[C:40]1[CH:41]=[C:42]([C:47]2[O:48][C:49]([C:52]3[CH:57]=[CH:56][C:55]([O:58][CH2:59][CH2:60][CH2:61][CH2:62][CH2:63][CH2:64][CH2:65][CH3:66])=[CH:54][CH:53]=3)=[N:50][N:51]=2)[CH:43]=[C:44](Br)[CH:45]=1.C([O-])([O-])=O.[Na+].[Na+].